Dataset: Peptide-MHC class II binding affinity with 134,281 pairs from IEDB. Task: Regression. Given a peptide amino acid sequence and an MHC pseudo amino acid sequence, predict their binding affinity value. This is MHC class II binding data. The peptide sequence is ISDFRAAIANYHYDA. The MHC is HLA-DPA10201-DPB11401 with pseudo-sequence HLA-DPA10201-DPB11401. The binding affinity (normalized) is 0.0690.